Dataset: NCI-60 drug combinations with 297,098 pairs across 59 cell lines. Task: Regression. Given two drug SMILES strings and cell line genomic features, predict the synergy score measuring deviation from expected non-interaction effect. Drug 1: CS(=O)(=O)C1=CC(=C(C=C1)C(=O)NC2=CC(=C(C=C2)Cl)C3=CC=CC=N3)Cl. Drug 2: C(CCl)NC(=O)N(CCCl)N=O. Cell line: COLO 205. Synergy scores: CSS=6.10, Synergy_ZIP=1.27, Synergy_Bliss=2.63, Synergy_Loewe=-4.47, Synergy_HSA=-4.09.